Dataset: Acute oral toxicity (LD50) regression data from Zhu et al.. Task: Regression/Classification. Given a drug SMILES string, predict its toxicity properties. Task type varies by dataset: regression for continuous values (e.g., LD50, hERG inhibition percentage) or binary classification for toxic/non-toxic outcomes (e.g., AMES mutagenicity, cardiotoxicity, hepatotoxicity). Dataset: ld50_zhu. The molecule is O=c1[nH]c2ccccc2n1C1CCN(CCCC(c2ccc(F)cc2)c2ccc(F)cc2)CC1. The rat oral LD50 is 2.62, given as -log10 of the dose in mol/kg body weight (higher means more acutely toxic).